The task is: Predict the reactants needed to synthesize the given product.. This data is from Full USPTO retrosynthesis dataset with 1.9M reactions from patents (1976-2016). Given the product [F:1][C:2]1[CH:3]=[CH:4][C:5]([CH:8]2[CH2:9][CH2:10][CH:11]([CH2:23][O:24][CH3:27])[N:12]2[S:13]([C:16]2[CH:17]=[CH:18][C:19]([CH3:22])=[CH:20][CH:21]=2)(=[O:15])=[O:14])=[CH:6][CH:7]=1, predict the reactants needed to synthesize it. The reactants are: [F:1][C:2]1[CH:7]=[CH:6][C:5]([CH:8]2[N:12]([S:13]([C:16]3[CH:21]=[CH:20][C:19]([CH3:22])=[CH:18][CH:17]=3)(=[O:15])=[O:14])[CH:11]([CH2:23][OH:24])[CH2:10][CH2:9]2)=[CH:4][CH:3]=1.[H-].[Na+].[CH3:27]I.